Dataset: Full USPTO retrosynthesis dataset with 1.9M reactions from patents (1976-2016). Task: Predict the reactants needed to synthesize the given product. (1) The reactants are: COC1C=C(OC)C=CC=1C[N:6]1[C:11](=[O:12])[C:10]2[CH:13]=[C:14]([CH2:16][CH3:17])[S:15][C:9]=2[N:8]([CH2:18][C:19]2[CH:24]=[CH:23][C:22]([C:25]3[C:26]([C:31]#[N:32])=[CH:27][CH:28]=[CH:29][CH:30]=3)=[CH:21][C:20]=2[F:33])[C:7]1=[O:34].FC(F)(F)C(O)=O. Given the product [CH2:16]([C:14]1[S:15][C:9]2[N:8]([CH2:18][C:19]3[CH:24]=[CH:23][C:22]([C:25]4[C:26]([C:31]#[N:32])=[CH:27][CH:28]=[CH:29][CH:30]=4)=[CH:21][C:20]=3[F:33])[C:7](=[O:34])[NH:6][C:11](=[O:12])[C:10]=2[CH:13]=1)[CH3:17], predict the reactants needed to synthesize it. (2) Given the product [NH2:1][C:2]1[C:11]2[N:12]=[C:13]([CH2:19][CH2:20][CH3:21])[N:14]([CH2:15][CH:16]([CH3:18])[CH3:17])[C:10]=2[C:9]2[CH:8]=[CH:7][C:6]([O:22][CH2:30][C:31]([C:33]3[CH:38]=[CH:37][CH:36]=[CH:35][CH:34]=3)=[O:32])=[CH:5][C:4]=2[N:3]=1, predict the reactants needed to synthesize it. The reactants are: [NH2:1][C:2]1[C:11]2[N:12]=[C:13]([CH2:19][CH2:20][CH3:21])[N:14]([CH2:15][CH:16]([CH3:18])[CH3:17])[C:10]=2[C:9]2[CH:8]=[CH:7][C:6]([OH:22])=[CH:5][C:4]=2[N:3]=1.C(=O)([O-])[O-].[Cs+].[Cs+].Br[CH2:30][C:31]([C:33]1[CH:38]=[CH:37][CH:36]=[CH:35][CH:34]=1)=[O:32].O. (3) Given the product [NH:19]1[C:27]2[C:22](=[C:23]([C:2]3[N:7]=[C:6]4[N:8]([CH3:11])[N:9]=[CH:10][C:5]4=[C:4]([NH:12][CH:13]4[CH2:18][CH2:17][O:16][CH2:15][CH2:14]4)[N:3]=3)[CH:24]=[CH:25][CH:26]=2)[CH:21]=[N:20]1, predict the reactants needed to synthesize it. The reactants are: Cl[C:2]1[N:7]=[C:6]2[N:8]([CH3:11])[N:9]=[CH:10][C:5]2=[C:4]([NH:12][CH:13]2[CH2:18][CH2:17][O:16][CH2:15][CH2:14]2)[N:3]=1.[NH:19]1[C:27]2[C:22](=[CH:23][CH:24]=[CH:25][CH:26]=2)[C:21](B2OC(C)(C)C(C)(C)O2)=[N:20]1. (4) Given the product [C:6]1([C:4]([OH:5])=[O:3])[CH:7]=[CH:8][N:9]2[C:14]=1[CH2:13][CH2:12][CH2:11][CH2:10]2, predict the reactants needed to synthesize it. The reactants are: C([O:3][C:4]([C:6]1[CH:7]=[CH:8][N:9]2[C:14]=1[CH2:13][CH2:12][CH2:11][CH2:10]2)=[O:5])C.O.[OH-].[K+].Cl.